Dataset: Forward reaction prediction with 1.9M reactions from USPTO patents (1976-2016). Task: Predict the product of the given reaction. Given the reactants ClC1C=CC(C(O)=O)=CN=1.C(OC(OC(C)(C)C)=O)(OC(C)(C)C)=O.Cl[C:27]1[CH:39]=[CH:38][C:30]([C:31]([O:33][C:34]([CH3:37])([CH3:36])[CH3:35])=[O:32])=[CH:29][N:28]=1.[OH-].[Na+].[Cl:42][C:43]1[CH:44]=[C:45]([N:50]2[C:54](=[O:55])[C@@:53]3([C@H:59]([C:60]4[CH:67]=[CH:66][C:63]([C:64]#[N:65])=[CH:62][CH:61]=4)[CH2:58][NH:57][CH2:56]3)[N:52]([CH3:68])[C:51]2=[O:69])[CH:46]=[C:47]([Cl:49])[CH:48]=1.CC1C=CC(C(O[C@H](C(O)=O)[C@H](OC(C2C=CC(C)=CC=2)=O)C(O)=O)=O)=CC=1.C(N(C(C)C)CC)(C)C, predict the reaction product. The product is: [C:64]([C:63]1[CH:66]=[CH:67][C:60]([C@H:59]2[C@:53]3([N:52]([CH3:68])[C:51](=[O:69])[N:50]([C:45]4[CH:44]=[C:43]([Cl:42])[CH:48]=[C:47]([Cl:49])[CH:46]=4)[C:54]3=[O:55])[CH2:56][N:57]([C:27]3[CH:39]=[CH:38][C:30]([C:31]([O:33][C:34]([CH3:37])([CH3:36])[CH3:35])=[O:32])=[CH:29][N:28]=3)[CH2:58]2)=[CH:61][CH:62]=1)#[N:65].